Dataset: Full USPTO retrosynthesis dataset with 1.9M reactions from patents (1976-2016). Task: Predict the reactants needed to synthesize the given product. (1) Given the product [Cl:1][C:2]1[C:3]([Cl:12])=[C:4]([CH2:5][OH:6])[CH:9]=[CH:10][N:11]=1, predict the reactants needed to synthesize it. The reactants are: [Cl:1][C:2]1[C:3]([Cl:12])=[C:4]([CH:9]=[CH:10][N:11]=1)[C:5](NC)=[O:6].N([NH-])=O.[BH4-].[Na+]. (2) Given the product [CH3:1][O:2][C:3](=[O:37])[CH2:4][N:5]([S:26](=[O:35])(=[O:36])[NH2:27])[C:6]1[C:15]2[C:10](=[CH:11][CH:12]=[C:13]([O:16][CH3:17])[CH:14]=2)[CH:9]=[C:8]([O:18][CH2:19][C:20]2[CH:25]=[CH:24][CH:23]=[CH:22][CH:21]=2)[CH:7]=1, predict the reactants needed to synthesize it. The reactants are: [CH3:1][O:2][C:3](=[O:37])[CH2:4][N:5]([S:26](=[O:36])(=[O:35])[NH:27]C(OC(C)(C)C)=O)[C:6]1[C:15]2[C:10](=[CH:11][CH:12]=[C:13]([O:16][CH3:17])[CH:14]=2)[CH:9]=[C:8]([O:18][CH2:19][C:20]2[CH:25]=[CH:24][CH:23]=[CH:22][CH:21]=2)[CH:7]=1. (3) Given the product [CH2:1]([O:3][C:4]([N:6]1[CH2:11][CH2:10][N:9]([C:12](=[O:37])[C@@H:13]([NH:22][C:23]([C:25]2[CH:29]=[C:28]([O:30][CH2:39][C:40]([O:42][CH2:43][C:44]3[CH:49]=[CH:48][CH:47]=[CH:46][CH:45]=3)=[O:41])[N:27]([C:31]3[CH:36]=[CH:35][CH:34]=[CH:33][CH:32]=3)[N:26]=2)=[O:24])[CH2:14][C:15]([O:17][C:18]([CH3:21])([CH3:20])[CH3:19])=[O:16])[CH2:8][CH2:7]1)=[O:5])[CH3:2], predict the reactants needed to synthesize it. The reactants are: [CH2:1]([O:3][C:4]([N:6]1[CH2:11][CH2:10][N:9]([C:12](=[O:37])[C@@H:13]([NH:22][C:23]([C:25]2[CH:29]=[C:28]([OH:30])[N:27]([C:31]3[CH:36]=[CH:35][CH:34]=[CH:33][CH:32]=3)[N:26]=2)=[O:24])[CH2:14][C:15]([O:17][C:18]([CH3:21])([CH3:20])[CH3:19])=[O:16])[CH2:8][CH2:7]1)=[O:5])[CH3:2].Br[CH2:39][C:40]([O:42][CH2:43][C:44]1[CH:49]=[CH:48][CH:47]=[CH:46][CH:45]=1)=[O:41].C(=O)([O-])[O-].[Cs+].[Cs+]. (4) Given the product [CH2:11]([N:13]1[C:19](=[O:20])[C:18]([CH3:22])([CH3:21])[C:17](=[O:23])[N:16]([CH3:24])[C:15]2[CH:25]=[C:26]([OH:29])[CH:27]=[CH:28][C:14]1=2)[CH3:12], predict the reactants needed to synthesize it. The reactants are: B(Br)(Br)Br.ClCCl.ClCCl.[CH2:11]([N:13]1[C:19](=[O:20])[C:18]([CH3:22])([CH3:21])[C:17](=[O:23])[N:16]([CH3:24])[C:15]2[CH:25]=[C:26]([O:29]C)[CH:27]=[CH:28][C:14]1=2)[CH3:12].O. (5) Given the product [Br:1][C:2]1[N:3]=[CH:4][CH:5]=[C:6]2[CH:10]=[CH:9][N:8]([CH2:14][O:15][CH2:16][CH2:17][Si:18]([CH3:21])([CH3:20])[CH3:19])[C:7]=12, predict the reactants needed to synthesize it. The reactants are: [Br:1][C:2]1[N:3]=[CH:4][CH:5]=[C:6]2[CH:10]=[CH:9][NH:8][C:7]=12.[H-].[Na+].Cl[CH2:14][O:15][CH2:16][CH2:17][Si:18]([CH3:21])([CH3:20])[CH3:19].